From a dataset of Forward reaction prediction with 1.9M reactions from USPTO patents (1976-2016). Predict the product of the given reaction. (1) Given the reactants [H-].[Na+].[F:3][C:4]1[CH:12]=[CH:11][CH:10]=[C:9]([F:13])[C:5]=1[CH:6]([OH:8])[CH3:7].[F:14][C:15]1[CH:22]=[CH:21][CH:20]=[C:19](F)[C:16]=1[C:17]#[N:18], predict the reaction product. The product is: [F:3][C:4]1[CH:12]=[CH:11][CH:10]=[C:9]([F:13])[C:5]=1[CH:6]([O:8][C:19]1[CH:20]=[CH:21][CH:22]=[C:15]([F:14])[C:16]=1[C:17]#[N:18])[CH3:7]. (2) Given the reactants [CH2:1]([N:3]1[CH:7]=[C:6]([N:8]([CH2:19][CH2:20][C:21]2[CH:22]=[N:23][C:24]([C:27]([F:30])([F:29])[F:28])=[CH:25][CH:26]=2)[C:9](=[O:18])[C:10](=[O:17])[C:11]2[CH:16]=[CH:15][CH:14]=[CH:13][CH:12]=2)[C:5]([CH3:31])=[N:4]1)[CH3:2].[BH4-].[Na+], predict the reaction product. The product is: [CH2:1]([N:3]1[CH:7]=[C:6]([N:8]([CH2:19][CH2:20][C:21]2[CH:22]=[N:23][C:24]([C:27]([F:30])([F:28])[F:29])=[CH:25][CH:26]=2)[C:9](=[O:18])[C@@H:10]([OH:17])[C:11]2[CH:12]=[CH:13][CH:14]=[CH:15][CH:16]=2)[C:5]([CH3:31])=[N:4]1)[CH3:2].